From a dataset of TCR-epitope binding with 47,182 pairs between 192 epitopes and 23,139 TCRs. Binary Classification. Given a T-cell receptor sequence (or CDR3 region) and an epitope sequence, predict whether binding occurs between them. (1) The epitope is AYAQKIFKI. The TCR CDR3 sequence is CASSLGGGSQETQYF. Result: 0 (the TCR does not bind to the epitope). (2) The epitope is EIYKRWII. Result: 0 (the TCR does not bind to the epitope). The TCR CDR3 sequence is CASSQETGGLTGELFF. (3) The epitope is GTITSGWTF. The TCR CDR3 sequence is CASSYQRSYNEQFF. Result: 0 (the TCR does not bind to the epitope). (4) The epitope is LPRRSGAAGA. The TCR CDR3 sequence is CASSLHGDPSYEQYF. Result: 0 (the TCR does not bind to the epitope). (5) The epitope is KLNVGDYFV. The TCR CDR3 sequence is CASSQEGRGTEWTQYF. Result: 1 (the TCR binds to the epitope).